From a dataset of Forward reaction prediction with 1.9M reactions from USPTO patents (1976-2016). Predict the product of the given reaction. (1) Given the reactants [Br:1][C:2]1[CH:7]=[CH:6][C:5]([CH2:8][C:9]#N)=[C:4]([Cl:11])[CH:3]=1.[CH3:12][OH:13].Cl.[OH2:15], predict the reaction product. The product is: [CH3:12][O:13][C:9](=[O:15])[CH2:8][C:5]1[CH:6]=[CH:7][C:2]([Br:1])=[CH:3][C:4]=1[Cl:11]. (2) Given the reactants [OH-:1].[Na+].[NH2:3][C:4]1[CH:39]=[C:38]([C:40]([F:43])([F:42])[F:41])[CH:37]=[CH:36][C:5]=1[CH2:6][N:7]1[C:15]2[C:10](=[N:11][C:12]([C:23](NN)=[O:24])=[N:13][C:14]=2[NH:16][C@@H:17]([CH:19]2[CH2:22][CH2:21][CH2:20]2)[CH3:18])[N:9]=[C:8]1[C:27]1[CH:32]=[C:31]([CH:33]([CH3:35])[CH3:34])[CH:30]=[CH:29][N:28]=1.C([OH:46])C, predict the reaction product. The product is: [NH2:3][C:4]1[CH:39]=[C:38]([C:40]([F:43])([F:41])[F:42])[CH:37]=[CH:36][C:5]=1[CH2:6][N:7]1[C:15]2[C:10](=[N:11][C:12]([C:23]([OH:24])=[O:46])=[N:13][C:14]=2[NH:16][C@@H:17]([CH:19]2[CH2:22][CH2:21][CH2:20]2)[CH3:18])[N:9]=[C:8]1[C:27]1[CH:32]=[C:31]([CH:33]([CH3:35])[CH3:34])[CH:30]=[CH:29][N:28]=1.[C:38]([OH:46])([C:40]([F:43])([F:42])[F:41])=[O:1]. (3) Given the reactants [CH2:1]([O:5][C:6]1[CH:11]=[CH:10][C:9]([C:12]([NH:19]S(C(C)(C)C)=O)([CH3:18])[CH2:13][C:14]([O:16][CH3:17])=[O:15])=[CH:8][CH:7]=1)[CH2:2][CH2:3][CH3:4].Cl, predict the reaction product. The product is: [NH2:19][C:12]([C:9]1[CH:8]=[CH:7][C:6]([O:5][CH2:1][CH2:2][CH2:3][CH3:4])=[CH:11][CH:10]=1)([CH3:18])[CH2:13][C:14]([O:16][CH3:17])=[O:15]. (4) Given the reactants CC1C=CC=C(OCCC)C=1.[CH3:12][C:13]1[CH:20]=[C:19]([O:21][CH2:22][CH2:23][CH3:24])[CH:18]=[CH:17][C:14]=1[CH:15]=[O:16].[BH4-].[Na+], predict the reaction product. The product is: [CH3:12][C:13]1[CH:20]=[C:19]([O:21][CH2:22][CH2:23][CH3:24])[CH:18]=[CH:17][C:14]=1[CH2:15][OH:16]. (5) Given the reactants Cl[C:2]1[N:7]=[C:6]([NH:8][C:9]2[CH:20]=[CH:19][CH:18]=[CH:17][C:10]=2[C:11]([NH:13][CH2:14][CH2:15][OH:16])=[O:12])[C:5]([Cl:21])=[CH:4][N:3]=1.[CH3:22][N:23]1[CH2:28][CH2:27][N:26]([C:29]2[CH:30]=[C:31]([CH:33]=[CH:34][CH:35]=2)[NH2:32])[CH2:25][CH2:24]1.Cl, predict the reaction product. The product is: [Cl:21][C:5]1[C:6]([NH:8][C:9]2[CH:20]=[CH:19][CH:18]=[CH:17][C:10]=2[C:11]([NH:13][CH2:14][CH2:15][OH:16])=[O:12])=[N:7][C:2]([NH:32][C:31]2[CH:33]=[CH:34][CH:35]=[C:29]([N:26]3[CH2:25][CH2:24][N:23]([CH3:22])[CH2:28][CH2:27]3)[CH:30]=2)=[N:3][CH:4]=1. (6) The product is: [CH3:1][C:2]1([CH3:13])[CH2:11][C@H:10]([OH:12])[C:9]2[C:4](=[CH:5][CH:6]=[CH:7][CH:8]=2)[O:3]1. Given the reactants [CH3:1][C:2]1([CH3:13])[CH2:11][C:10](=[O:12])[C:9]2[C:4](=[CH:5][CH:6]=[CH:7][CH:8]=2)[O:3]1, predict the reaction product. (7) Given the reactants [NH2-].[Na+].[CH3:3][C:4](=[O:9])[C:5]([CH3:8])([CH3:7])[CH3:6].[Cl:10][C:11]1[CH:16]=[CH:15][C:14]([C:17]2[N:21]([C:22]3[CH:27]=[CH:26][C:25]([Cl:28])=[CH:24][C:23]=3[Cl:29])[N:20]=[C:19]([C:30](OCC)=[O:31])[C:18]=2[CH3:35])=[CH:13][CH:12]=1.Cl, predict the reaction product. The product is: [Cl:10][C:11]1[CH:12]=[CH:13][C:14]([C:17]2[N:21]([C:22]3[CH:27]=[CH:26][C:25]([Cl:28])=[CH:24][C:23]=3[Cl:29])[N:20]=[C:19]([C:30](=[O:31])/[CH:3]=[C:4](\[OH:9])/[C:5]([CH3:8])([CH3:7])[CH3:6])[C:18]=2[CH3:35])=[CH:15][CH:16]=1. (8) Given the reactants C(O)CCC.[CH3:6][O:7][C:8]1[CH:9]=[CH:10][C:11]2[CH:12]=[C:13]3[N+:22](=[CH:23][C:24]=2[C:25]=1[O:26][CH3:27])[CH2:21][CH2:20][C:19]1[CH:18]=[C:17]2[O:28][CH2:29][O:30][C:16]2=[CH:15][C:14]3=1.[CH3:31][O:32][C:33]1[CH:42]=[CH:41][C:40]2[C:35](=[CH:36][N+:37]3[CH2:50][CH2:49][C:48]4[C:43](=[CH:44][C:45]([O:53][CH3:54])=[C:46]([O:51]C)[CH:47]=4)[C:38]=3[CH:39]=2)[C:34]=1[O:55][CH3:56].C1C2=CC3C4C(CC[N+]=3C=C2C2OCOC=2C=1)=CC1OCOC=1C=4, predict the reaction product. The product is: [CH3:6][O:7][C:8]1[CH:9]=[CH:10][C:11]2[C:24]([C:25]=1[O:26][CH3:27])=[CH:23][N+:22]1[CH2:21][CH2:20][C:19]3[C:14](=[CH:15][C:16]([OH:30])=[C:17]([O:28][CH3:29])[CH:18]=3)[C:13]=1[CH:12]=2.[CH3:31][O:32][C:33]1[CH:42]=[CH:41][C:40]2[C:35]([C:34]=1[O:55][CH3:56])=[CH:36][N+:37]1[CH2:50][CH2:49][C:48]3[C:43](=[CH:44][C:45]([O:53][CH3:54])=[C:46]([OH:51])[CH:47]=3)[C:38]=1[CH:39]=2. (9) Given the reactants [F:1][C:2]([F:7])([F:6])[C:3]([OH:5])=[O:4].[NH2:8][C@H:9]([C:17]([N:19]1[CH2:46][CH2:45][CH2:44][C@H:20]1[C:21]([NH:23][CH2:24][CH2:25][CH2:26][NH:27][C:28]1[C:41]2[C:40](=[O:42])[C:39]3[C:34](=[CH:35][CH:36]=[CH:37][CH:38]=3)[C:33](=[O:43])[C:32]=2[CH:31]=[CH:30][CH:29]=1)=[O:22])=[O:18])[CH2:10][C:11]1[CH:16]=[CH:15][CH:14]=[CH:13][CH:12]=1.[CH2:47]([N:49](CC)CC)[CH3:48], predict the reaction product. The product is: [F:1][C:2]([F:7])([F:6])[C:3]([OH:5])=[O:4].[NH2:49][CH2:47][C:48]([NH:8][C@H:9]([C:17]([N:19]1[CH2:46][CH2:45][CH2:44][C@H:20]1[C:21]([NH:23][CH2:24][CH2:25][CH2:26][NH:27][C:28]1[C:41]2[C:40](=[O:42])[C:39]3[C:34](=[CH:35][CH:36]=[CH:37][CH:38]=3)[C:33](=[O:43])[C:32]=2[CH:31]=[CH:30][CH:29]=1)=[O:22])=[O:18])[CH2:10][C:11]1[CH:16]=[CH:15][CH:14]=[CH:13][CH:12]=1)=[O:4].